From a dataset of Forward reaction prediction with 1.9M reactions from USPTO patents (1976-2016). Predict the product of the given reaction. (1) The product is: [C:1]([C:5]1[N:6]=[C:7]([N:22]2[CH2:27][CH2:26][C:24]([CH3:28])([OH:25])[CH2:23]2)[C:8]2[N:13]=[N:12][N:11]([CH2:14][C:15]3[CH:20]=[CH:19][CH:18]=[CH:17][C:16]=3[Cl:21])[C:9]=2[N:10]=1)([CH3:2])([CH3:4])[CH3:3]. Given the reactants [C:1]([C:5]1[N:6]=[C:7]([N:22]2[CH2:27][CH2:26][O:25][CH2:24][CH2:23]2)[C:8]2[N:13]=[N:12][N:11]([CH2:14][C:15]3[CH:20]=[CH:19][CH:18]=[CH:17][C:16]=3[Cl:21])[C:9]=2[N:10]=1)([CH3:4])([CH3:3])[CH3:2].[C:28](C1N=C(Cl)C2N=NN(CC3C=CC=CC=3Cl)C=2N=1)(C)(C)C.Cl.CC1(O)CCNC1, predict the reaction product. (2) Given the reactants [NH2:1][C:2]1[N:7]=[C:6]([O:8][C:9]2[CH:10]=[C:11]3[C:15](=[CH:16][CH:17]=2)[NH:14][CH:13]=[CH:12]3)[CH:5]=[CH:4][N:3]=1.[BH3-]C#N.[Na+].[OH-].[Na+], predict the reaction product. The product is: [NH2:1][C:2]1[N:7]=[C:6]([O:8][C:9]2[CH:10]=[C:11]3[C:15](=[CH:16][CH:17]=2)[NH:14][CH2:13][CH2:12]3)[CH:5]=[CH:4][N:3]=1. (3) Given the reactants [CH2:1]([NH:3][C:4]([NH:6][C:7]1[CH:12]=[CH:11][C:10]([C:13]2[N:14]=[C:15]([N:23]3[CH2:28][CH2:27][O:26][CH2:25][CH2:24]3)[C:16]3[CH2:22][CH2:21][NH:20][CH2:19][C:17]=3[N:18]=2)=[CH:9][CH:8]=1)=[O:5])[CH3:2].CN(C)C=O.[H-].[Na+].Cl[C:37]1[CH:42]=[C:41]([CH3:43])[N:40]=[CH:39][N:38]=1, predict the reaction product. The product is: [CH2:1]([NH:3][C:4]([NH:6][C:7]1[CH:8]=[CH:9][C:10]([C:13]2[N:14]=[C:15]([N:23]3[CH2:24][CH2:25][O:26][CH2:27][CH2:28]3)[C:16]3[CH2:22][CH2:21][N:20]([C:37]4[CH:42]=[C:41]([CH3:43])[N:40]=[CH:39][N:38]=4)[CH2:19][C:17]=3[N:18]=2)=[CH:11][CH:12]=1)=[O:5])[CH3:2]. (4) Given the reactants [CH3:1][CH:2]([OH:9])[CH2:3][NH:4][CH2:5][CH:6]([OH:8])[CH3:7].[C:10](O)(=O)[CH2:11][CH2:12][CH2:13][CH2:14][CH2:15][CH2:16][CH2:17][CH2:18][CH2:19][CH2:20][CH3:21], predict the reaction product. The product is: [CH3:1][CH:2]1[O:9][C:21]2([CH2:20][CH2:19][CH2:18][CH2:17][CH2:16][CH2:15][CH2:14][CH2:13][CH2:12][CH2:11][CH3:10])[O:8][CH:6]([CH3:7])[CH2:5][N:4]2[CH2:3]1. (5) Given the reactants [NH2:1][C:2]1[CH:7]=[CH:6][CH:5]=[CH:4][C:3]=1[NH:8][C:9](=[O:28])[C:10]1[CH:15]=[CH:14][C:13]([CH2:16]NC2C=CC(S(C)(=O)=O)=CC=2)=[CH:12][CH:11]=1.[NH2:29][C:30]1[C:31]([C:39](=[O:41])[CH3:40])=[CH:32][C:33]2[O:37][CH2:36][O:35][C:34]=2[CH:38]=1.[C:42](C1C=CC(C(O)=O)=CC=1)(=O)C, predict the reaction product. The product is: [C:39]([C:31]1[C:30]([NH:29][CH:16]([C:13]2[CH:12]=[CH:11][C:10]([C:9]([NH:8][C:3]3[CH:4]=[CH:5][CH:6]=[CH:7][C:2]=3[NH2:1])=[O:28])=[CH:15][CH:14]=2)[CH3:42])=[CH:38][C:34]2[O:35][CH2:36][O:37][C:33]=2[CH:32]=1)(=[O:41])[CH3:40].